From a dataset of Full USPTO retrosynthesis dataset with 1.9M reactions from patents (1976-2016). Predict the reactants needed to synthesize the given product. (1) Given the product [Cl:20][C:21]1[CH:28]=[CH:27][C:24]([CH2:25][NH:26][C:13]([C:8]2[C:9](=[O:12])[C:10]3[S:11][C:3]([CH2:2][OH:1])=[C:4]([CH3:19])[C:5]=3[N:6]([CH3:18])[CH:7]=2)=[O:15])=[CH:23][CH:22]=1, predict the reactants needed to synthesize it. The reactants are: [OH:1][CH2:2][C:3]1[S:11][C:10]2[C:9](=[O:12])[C:8]([C:13]([O:15]CC)=O)=[CH:7][N:6]([CH3:18])[C:5]=2[C:4]=1[CH3:19].[Cl:20][C:21]1[CH:28]=[CH:27][C:24]([CH2:25][NH2:26])=[CH:23][CH:22]=1.C[O-].[Na+]. (2) Given the product [NH:21]1[C:16]2[CH:17]=[CH:18][CH:19]=[CH:20][C:15]=2[N:22]=[C:1]1[C:3]1[C:11]2[C:6](=[CH:7][CH:8]=[C:9]([C:12]([OH:14])=[O:13])[CH:10]=2)[NH:5][N:4]=1, predict the reactants needed to synthesize it. The reactants are: [CH:1]([C:3]1[C:11]2[C:6](=[CH:7][CH:8]=[C:9]([C:12]([OH:14])=[O:13])[CH:10]=2)[NH:5][N:4]=1)=O.[C:15]1([NH2:22])[C:16]([NH2:21])=[CH:17][CH:18]=[CH:19][CH:20]=1.[S]. (3) Given the product [CH2:1]([S:3]([C:6]1[C:7]([C:12]([Cl:17])=[O:14])=[N:8][CH:9]=[CH:10][CH:11]=1)(=[O:5])=[O:4])[CH3:2], predict the reactants needed to synthesize it. The reactants are: [CH2:1]([S:3]([C:6]1[C:7]([C:12]([OH:14])=O)=[N:8][CH:9]=[CH:10][CH:11]=1)(=[O:5])=[O:4])[CH3:2].S(Cl)([Cl:17])=O.